This data is from Peptide-MHC class I binding affinity with 185,985 pairs from IEDB/IMGT. The task is: Regression. Given a peptide amino acid sequence and an MHC pseudo amino acid sequence, predict their binding affinity value. This is MHC class I binding data. The peptide sequence is EYAPFARLL. The MHC is HLA-A02:11 with pseudo-sequence HLA-A02:11. The binding affinity (normalized) is 0.0847.